This data is from Full USPTO retrosynthesis dataset with 1.9M reactions from patents (1976-2016). The task is: Predict the reactants needed to synthesize the given product. (1) Given the product [Cl:1][C:2]1[C:3]([Cl:11])=[N:4][CH:5]=[C:6]([CH:10]=1)[C:7]([O:9][CH3:12])=[O:8], predict the reactants needed to synthesize it. The reactants are: [Cl:1][C:2]1[C:3]([Cl:11])=[N:4][CH:5]=[C:6]([CH:10]=1)[C:7]([OH:9])=[O:8].[CH3:12][Si](C=[N+]=[N-])(C)C. (2) The reactants are: [F:1][C:2]1[CH:7]=[CH:6][C:5]([S:8][C:9]2[CH:14]=[CH:13][CH:12]=[CH:11][C:10]=2[CH2:15][C:16]([OH:18])=O)=[CH:4][CH:3]=1. Given the product [F:1][C:2]1[CH:3]=[CH:4][C:5]2[S:8][C:9]3[CH:14]=[CH:13][CH:12]=[CH:11][C:10]=3[CH2:15][C:16](=[O:18])[C:6]=2[CH:7]=1, predict the reactants needed to synthesize it. (3) Given the product [NH2:11][C:8]1[CH:9]=[C:10]2[C:5](=[CH:6][CH:7]=1)[N:4]([C:14]([O:16][C:17]([CH3:19])([CH3:18])[CH3:20])=[O:15])[N:3]=[C:2]2[CH3:1], predict the reactants needed to synthesize it. The reactants are: [CH3:1][C:2]1[C:10]2[C:5](=[CH:6][CH:7]=[C:8]([N+:11]([O-])=O)[CH:9]=2)[N:4]([C:14]([O:16][C:17]([CH3:20])([CH3:19])[CH3:18])=[O:15])[N:3]=1.CC1C2C(=CC=C([N+]([O-])=O)C=2)NN=1.C(OC(OC(C)(C)C)=O)(OC(C)(C)C)=O. (4) Given the product [Cl:1][C:2]1[C:7]([S:8]([CH3:11])(=[O:10])=[O:9])=[CH:6][C:5]([C:12]2[N:13]([C:33]([N:51]3[CH2:50][CH2:49][N:48]([CH2:47][C:46]([N:45]([CH2:55][CH2:56][O:57][CH:58]([CH3:60])[CH3:59])[CH2:44][CH2:43][O:42][CH:39]([CH3:40])[CH3:41])=[O:54])[CH2:53][CH2:52]3)=[O:34])[C@@:14]([C:26]3[CH:31]=[CH:30][C:29]([Cl:32])=[CH:28][CH:27]=3)([CH3:25])[C@@:15]([C:18]3[CH:19]=[CH:20][C:21]([Cl:24])=[CH:22][CH:23]=3)([CH3:17])[N:16]=2)=[C:4]([O:36][CH2:37][CH3:38])[CH:3]=1, predict the reactants needed to synthesize it. The reactants are: [Cl:1][C:2]1[C:7]([S:8]([CH3:11])(=[O:10])=[O:9])=[CH:6][C:5]([C:12]2[N:13]([C:33](Cl)=[O:34])[C@@:14]([C:26]3[CH:31]=[CH:30][C:29]([Cl:32])=[CH:28][CH:27]=3)([CH3:25])[C@@:15]([C:18]3[CH:23]=[CH:22][C:21]([Cl:24])=[CH:20][CH:19]=3)([CH3:17])[N:16]=2)=[C:4]([O:36][CH2:37][CH3:38])[CH:3]=1.[CH:39]([O:42][CH2:43][CH2:44][N:45]([CH2:55][CH2:56][O:57][CH:58]([CH3:60])[CH3:59])[C:46](=[O:54])[CH2:47][N:48]1[CH2:53][CH2:52][NH:51][CH2:50][CH2:49]1)([CH3:41])[CH3:40]. (5) Given the product [N:28]1([CH2:27][CH:25]2[CH2:26][N:23]([C:13]3[N:14]4[C:18]([N:19]=[C:11]5[CH2:10][CH2:9][NH:8][CH2:22][CH2:21][C:12]=35)=[CH:17][CH:16]=[N:15]4)[CH2:24]2)[CH:32]=[CH:31][CH:30]=[N:29]1, predict the reactants needed to synthesize it. The reactants are: C(OC([N:8]1[CH2:22][CH2:21][C:12]2=[C:13](Cl)[N:14]3[C:18]([N:19]=[C:11]2[CH2:10][CH2:9]1)=[CH:17][CH:16]=[N:15]3)=O)(C)(C)C.[NH:23]1[CH2:26][CH:25]([CH2:27][N:28]2[CH:32]=[CH:31][CH:30]=[N:29]2)[CH2:24]1.